Predict the product of the given reaction. From a dataset of Forward reaction prediction with 1.9M reactions from USPTO patents (1976-2016). (1) Given the reactants [C:1]1([CH3:18])[CH:6]=[CH:5][C:4]([C:7]2[CH:8]=[C:9]3[C:14](=[CH:15][CH:16]=2)[CH2:13][C:12](=[O:17])[CH2:11][CH2:10]3)=[CH:3][CH:2]=1.[C:19](=O)([O:23]CC)[O:20][CH2:21][CH3:22], predict the reaction product. The product is: [O:17]=[C:12]1[CH2:11][CH2:10][C:9]2[C:14](=[CH:15][CH:16]=[C:7]([C:4]3[CH:3]=[CH:2][C:1]([CH3:18])=[CH:6][CH:5]=3)[CH:8]=2)[CH:13]1[C:19]([O:20][CH2:21][CH3:22])=[O:23]. (2) Given the reactants [C:1]1([C:7]2([C:12]([OH:14])=O)[CH2:11][CH2:10][CH2:9][CH2:8]2)[CH:6]=[CH:5][CH:4]=[CH:3][CH:2]=1.[CH3:15]N(C(ON1N=NC2C=CC=CC1=2)=[N+](C)C)C.F[P-](F)(F)(F)(F)F.CN1CCOCC1.[N:46]1([CH2:51][CH2:52][CH2:53][NH2:54])[CH2:50][CH2:49][CH2:48][CH2:47]1.C[Si](Cl)(C)C, predict the reaction product. The product is: [CH:11]1([CH:7]([C:1]2[CH:2]=[CH:3][CH:4]=[CH:5][CH:6]=2)[C:12]([NH:54][CH2:53][CH2:52][CH2:51][N:46]2[CH2:50][CH2:49][CH2:48][CH2:47]2)=[O:14])[CH2:10][CH2:9][CH2:8][CH2:15]1. (3) Given the reactants [F:1][C:2]([F:27])([F:26])[C:3]([N:5]1[CH2:10][CH2:9][CH2:8][C@@H:7]2[C:11]3[CH:12]=[C:13](OS(C(F)(F)F)(=O)=O)[CH:14]=[CH:15][C:16]=3[CH2:17][C@H:6]12)=[O:4].[CH3:28]B1OB(C)OB(C)O1, predict the reaction product. The product is: [F:1][C:2]([F:27])([F:26])[C:3]([N:5]1[CH2:10][CH2:9][CH2:8][C@@H:7]2[C:11]3[CH:12]=[C:13]([CH3:28])[CH:14]=[CH:15][C:16]=3[CH2:17][C@H:6]12)=[O:4].